Dataset: Forward reaction prediction with 1.9M reactions from USPTO patents (1976-2016). Task: Predict the product of the given reaction. (1) The product is: [C:46]([NH:1][C:2]1[N:6]([CH:7]2[CH2:12][CH2:11][CH2:10][N:9]([C:13]([O:15][CH2:16][C:17]3[CH:18]=[CH:19][CH:20]=[CH:21][CH:22]=3)=[O:14])[CH2:8]2)[N:5]=[C:4]([C:23]2[CH:24]=[CH:25][C:26]([O:29][Si:30]([C:33]([CH3:34])([CH3:35])[CH3:36])([CH3:31])[CH3:32])=[CH:27][CH:28]=2)[C:3]=1[C:37]#[N:38])(=[O:48])[CH3:47]. Given the reactants [NH2:1][C:2]1[N:6]([CH:7]2[CH2:12][CH2:11][CH2:10][N:9]([C:13]([O:15][CH2:16][C:17]3[CH:22]=[CH:21][CH:20]=[CH:19][CH:18]=3)=[O:14])[CH2:8]2)[N:5]=[C:4]([C:23]2[CH:28]=[CH:27][C:26]([O:29][Si:30]([C:33]([CH3:36])([CH3:35])[CH3:34])([CH3:32])[CH3:31])=[CH:25][CH:24]=2)[C:3]=1[C:37]#[N:38].C(N(CC)CC)C.[C:46](Cl)(=[O:48])[CH3:47], predict the reaction product. (2) Given the reactants B1([C:7]2[C:12]([C:13]#[N:14])=[CH:11][CH:10]=[CH:9][CH:8]=2)OCCCO1.Br[C:16]1[CH:22]=[C:21]([CH:23]([CH3:25])[CH3:24])[CH:20]=[CH:19][C:17]=1[NH2:18].C(=O)([O-])[O-].[K+].[K+].C1(C)C=CC=CC=1, predict the reaction product. The product is: [CH:23]([C:21]1[CH:20]=[CH:19][C:17]2[C:16](=[C:7]3[C:12](=[C:13]([NH2:14])[N:18]=2)[CH:11]=[CH:10][CH:9]=[CH:8]3)[CH:22]=1)([CH3:25])[CH3:24]. (3) Given the reactants [NH2:1][C:2]1[NH:6][N:5]=[C:4]([NH:7][C:8]2[CH:13]=[C:12]([C:14]([F:17])([F:16])[F:15])[C:11]([CH2:18][C:19]#[N:20])=[C:10]([Cl:21])[CH:9]=2)[N:3]=1.[N-:22]=[N+:23]=[N-:24].[Na+].[Cl-].[NH4+], predict the reaction product. The product is: [NH:22]1[C:19]([CH2:18][C:11]2[C:12]([C:14]([F:15])([F:16])[F:17])=[CH:13][C:8]([NH:7][C:4]3[N:3]=[C:2]([NH2:1])[NH:6][N:5]=3)=[CH:9][C:10]=2[Cl:21])=[N:20][N:24]=[N:23]1. (4) Given the reactants Cl[C:2]1[C:11]2[C:6](=[C:7]([C:12]3[N:16]=[C:15]([C:17]4[CH:22]=[CH:21][C:20]([O:23][CH:24]([CH3:26])[CH3:25])=[C:19]([Cl:27])[CH:18]=4)[O:14][N:13]=3)[CH:8]=[CH:9][CH:10]=2)[CH:5]=[CH:4][N:3]=1.C(N(C(C)C)CC)(C)C.[NH2:37][CH2:38][CH2:39][C:40]([O:42][C:43]([CH3:46])([CH3:45])[CH3:44])=[O:41].CN1CCCC1=O, predict the reaction product. The product is: [Cl:27][C:19]1[CH:18]=[C:17]([C:15]2[O:14][N:13]=[C:12]([C:7]3[CH:8]=[CH:9][CH:10]=[C:11]4[C:6]=3[CH:5]=[CH:4][N:3]=[C:2]4[NH:37][CH2:38][CH2:39][C:40]([O:42][C:43]([CH3:46])([CH3:45])[CH3:44])=[O:41])[N:16]=2)[CH:22]=[CH:21][C:20]=1[O:23][CH:24]([CH3:26])[CH3:25]. (5) Given the reactants [CH:1]1([NH:6][C:7](=[O:19])[NH:8][CH:9]([C:11]2[S:15][C:14]([C:16]([OH:18])=O)=[CH:13][CH:12]=2)[CH3:10])[CH2:5][CH2:4][CH2:3][CH2:2]1.CN(C(ON1N=NC2C=CC=NC1=2)=[N+](C)C)C.F[P-](F)(F)(F)(F)F.C(N(CC)C(C)C)(C)C.[O:53]1[CH2:58][CH2:57][CH2:56][CH2:55][CH:54]1[O:59][NH2:60], predict the reaction product. The product is: [CH:1]1([NH:6][C:7](=[O:19])[NH:8][CH:9]([C:11]2[S:15][C:14]([C:16]([NH:60][O:59][CH:54]3[CH2:55][CH2:56][CH2:57][CH2:58][O:53]3)=[O:18])=[CH:13][CH:12]=2)[CH3:10])[CH2:2][CH2:3][CH2:4][CH2:5]1. (6) Given the reactants [Br:1][C:2]1[CH:10]=[CH:9][C:5]([C:6]([OH:8])=O)=[C:4]([Cl:11])[CH:3]=1.C1(P(C2C=CC=CC=2)C2C=CC=CC=2)C=CC=CC=1.[CH:31]1[CH:36]=[C:35]([S:37][S:37][C:35]2[N:34]=[CH:33][CH:32]=[CH:31][CH:36]=2)[N:34]=[CH:33][CH:32]=1, predict the reaction product. The product is: [N:34]1[CH:33]=[CH:32][CH:31]=[CH:36][C:35]=1[S:37][C:6](=[O:8])[C:5]1[CH:9]=[CH:10][C:2]([Br:1])=[CH:3][C:4]=1[Cl:11]. (7) Given the reactants [C:1]([C:3]1[CH:4]=[CH:5][C:6]2[O:10][C:9]([CH2:11][N:12]3[CH2:16][CH2:15][CH2:14][CH2:13]3)=[N:8][C:7]=2[CH:17]=1)#[CH:2].Br[C:19]1[CH:28]=[CH:27][C:26]2[C:21](=[CH:22][CH:23]=[C:24]([C:29]3[CH:34]=[CH:33][C:32]([Cl:35])=[CH:31][CH:30]=3)[CH:25]=2)[N:20]=1, predict the reaction product. The product is: [Cl:35][C:32]1[CH:31]=[CH:30][C:29]([C:24]2[CH:25]=[C:26]3[C:21](=[CH:22][CH:23]=2)[N:20]=[C:19]([C:2]#[C:1][C:3]2[CH:4]=[CH:5][C:6]4[O:10][C:9]([CH2:11][N:12]5[CH2:16][CH2:15][CH2:14][CH2:13]5)=[N:8][C:7]=4[CH:17]=2)[CH:28]=[CH:27]3)=[CH:34][CH:33]=1.